Dataset: CYP2C19 inhibition data for predicting drug metabolism from PubChem BioAssay. Task: Regression/Classification. Given a drug SMILES string, predict its absorption, distribution, metabolism, or excretion properties. Task type varies by dataset: regression for continuous measurements (e.g., permeability, clearance, half-life) or binary classification for categorical outcomes (e.g., BBB penetration, CYP inhibition). Dataset: cyp2c19_veith. The compound is O=C(CSc1nnc(-c2ccco2)n1-c1ccccc1)NCc1ccco1. The result is 1 (inhibitor).